From a dataset of Forward reaction prediction with 1.9M reactions from USPTO patents (1976-2016). Predict the product of the given reaction. (1) Given the reactants CS(O[CH2:6][CH2:7][N:8]1[CH:12]=[C:11]([CH:13]2[CH2:18][CH2:17][O:16][CH2:15][CH2:14]2)[N:10]=[C:9]1[CH:19]1[CH2:24][CH2:23][N:22]([C:25]([O:27][C:28]([CH3:31])([CH3:30])[CH3:29])=[O:26])[CH2:21][CH2:20]1)(=O)=O.[NH:32]1[CH2:36][CH2:35][CH2:34][CH2:33]1.CN(C)C=O, predict the reaction product. The product is: [N:32]1([CH2:6][CH2:7][N:8]2[CH:12]=[C:11]([CH:13]3[CH2:14][CH2:15][O:16][CH2:17][CH2:18]3)[N:10]=[C:9]2[CH:19]2[CH2:24][CH2:23][N:22]([C:25]([O:27][C:28]([CH3:30])([CH3:31])[CH3:29])=[O:26])[CH2:21][CH2:20]2)[CH2:36][CH2:35][CH2:34][CH2:33]1. (2) Given the reactants B.CSC.[C:5]([O:9][C:10]([NH:12][C@@:13]1([C:37]([O:39][C:40]([CH3:43])([CH3:42])[CH3:41])=[O:38])[C@H:18]([CH2:19][S:20][C:21]2[CH:26]=[CH:25][C:24]([F:27])=[C:23]([F:28])[CH:22]=2)[C:17](=[O:29])[C@@H:16]2[C@H:14]1[C@H:15]2[C:30]([O:32][C:33]([CH3:36])([CH3:35])[CH3:34])=[O:31])=[O:11])([CH3:8])([CH3:7])[CH3:6], predict the reaction product. The product is: [C:5]([O:9][C:10]([NH:12][C@@:13]1([C:37]([O:39][C:40]([CH3:43])([CH3:42])[CH3:41])=[O:38])[C@H:18]([CH2:19][S:20][C:21]2[CH:26]=[CH:25][C:24]([F:27])=[C:23]([F:28])[CH:22]=2)[C@@H:17]([OH:29])[C@@H:16]2[C@H:14]1[C@H:15]2[C:30]([O:32][C:33]([CH3:35])([CH3:34])[CH3:36])=[O:31])=[O:11])([CH3:8])([CH3:6])[CH3:7]. (3) Given the reactants [Br:1][C:2]1[CH:3]=[C:4]([OH:9])[CH:5]=[C:6]([F:8])[CH:7]=1.Br[CH2:11][CH:12]1[CH2:17][CH2:16][CH2:15][CH2:14][CH2:13]1, predict the reaction product. The product is: [Br:1][C:2]1[CH:7]=[C:6]([F:8])[CH:5]=[C:4]([O:9][CH2:11][CH:12]2[CH2:17][CH2:16][CH2:15][CH2:14][CH2:13]2)[CH:3]=1. (4) Given the reactants [NH2:1][C:2]([CH2:21][OH:22])([CH2:5][CH2:6][C:7]1[CH:12]=[CH:11][C:10]([CH2:13][CH2:14][CH2:15][CH2:16][CH2:17][CH2:18][CH2:19][CH3:20])=[CH:9][CH:8]=1)[CH2:3][OH:4].[CH2:23](C(CC)(CC)C([O-])([O-])[O-])[CH3:24].CCN(C(C)C)C(C)C, predict the reaction product. The product is: [CH3:23][C:24]1[O:22][CH2:21][C:2]([CH2:3][OH:4])([CH2:5][CH2:6][C:7]2[CH:8]=[CH:9][C:10]([CH2:13][CH2:14][CH2:15][CH2:16][CH2:17][CH2:18][CH2:19][CH3:20])=[CH:11][CH:12]=2)[N:1]=1.